This data is from Peptide-MHC class II binding affinity with 134,281 pairs from IEDB. The task is: Regression. Given a peptide amino acid sequence and an MHC pseudo amino acid sequence, predict their binding affinity value. This is MHC class II binding data. (1) The peptide sequence is KYKFVRIQPGQTFSV. The MHC is DRB1_0101 with pseudo-sequence DRB1_0101. The binding affinity (normalized) is 1.00. (2) The peptide sequence is FGTMPSLTLACLTKQ. The MHC is DRB1_1101 with pseudo-sequence DRB1_1101. The binding affinity (normalized) is 0.411. (3) The peptide sequence is KTVSEGAVDIINKWQ. The MHC is HLA-DQA10102-DQB10602 with pseudo-sequence HLA-DQA10102-DQB10602. The binding affinity (normalized) is 0.208. (4) The peptide sequence is GEVEIQFRRVKCKYP. The MHC is HLA-DQA10301-DQB10302 with pseudo-sequence HLA-DQA10301-DQB10302. The binding affinity (normalized) is 0.104. (5) The peptide sequence is EKKYFAATQQEPLAA. The MHC is HLA-DPA10201-DPB10101 with pseudo-sequence HLA-DPA10201-DPB10101. The binding affinity (normalized) is 0.829.